Dataset: Reaction yield outcomes from USPTO patents with 853,638 reactions. Task: Predict the reaction yield, written as a fraction of the theoretical maximum amount of product (1.0 means a 100% yield; for example, 0.34 means a 34% yield). (1) The reactants are C([O:5][C:6](=[O:37])[CH2:7][C@H:8]([NH:11][S:12]([C:15]1[CH:20]=[CH:19][C:18]([C:21](=[O:23])[NH2:22])=[CH:17][C:16]=1[O:24][CH2:25][CH2:26][C:27]1[CH:36]=[CH:35][CH:34]=[C:33]2[C:28]=1[CH:29]=[CH:30][CH:31]=[N:32]2)(=[O:14])=[O:13])[C:9]#[N:10])(C)(C)C.C1(C)C=CC=CC=1. The catalyst is C(O)(C(F)(F)F)=O.C(Cl)Cl. The product is [C:21]([C:18]1[CH:19]=[CH:20][C:15]([S:12]([NH:11][C@H:8]([C:9]#[N:10])[CH2:7][C:6]([OH:37])=[O:5])(=[O:14])=[O:13])=[C:16]([O:24][CH2:25][CH2:26][C:27]2[CH:36]=[CH:35][CH:34]=[C:33]3[C:28]=2[CH:29]=[CH:30][CH:31]=[N:32]3)[CH:17]=1)(=[O:23])[NH2:22]. The yield is 0.990. (2) The product is [N+:1]([C:4]1[CH:5]=[CH:6][C:7]([CH2:10][C:11]([O:13][CH2:14][CH3:15])=[O:12])=[N:8][CH:9]=1)([O-:3])=[O:2]. The reactants are [N+:1]([C:4]1[CH:5]=[CH:6][C:7]([CH:10](C(OCC)=O)[C:11]([O:13][C:14](C)(C)[CH3:15])=[O:12])=[N:8][CH:9]=1)([O-:3])=[O:2].FC(F)(F)C(O)=O. The catalyst is ClCCl. The yield is 0.700. (3) The reactants are Br[C:2]1[CH:3]=[C:4]([Cl:10])[C:5]([O:8][CH3:9])=[N:6][CH:7]=1.[CH3:11][C:12]1([CH3:28])[C:16]([CH3:18])([CH3:17])[O:15][B:14]([B:14]2[O:15][C:16]([CH3:18])([CH3:17])[C:12]([CH3:28])([CH3:11])[O:13]2)[O:13]1.C([O-])(=O)C.[K+]. The catalyst is C1C=CC(P(C2C=CC=CC=2)[C-]2C=CC=C2)=CC=1.C1C=CC(P(C2C=CC=CC=2)[C-]2C=CC=C2)=CC=1.Cl[Pd]Cl.[Fe+2]. The product is [Cl:10][C:4]1[C:5]([O:8][CH3:9])=[N:6][CH:7]=[C:2]([B:14]2[O:15][C:16]([CH3:18])([CH3:17])[C:12]([CH3:28])([CH3:11])[O:13]2)[CH:3]=1. The yield is 0.780. (4) The reactants are C(N([CH2:6][CH3:7])CC)C.[C:8](Cl)(=[O:15])[C:9]1[CH:14]=[CH:13][CH:12]=[CH:11][CH:10]=1.O.[CH2:18]1[CH2:22]O[CH2:20][CH2:19]1. The catalyst is Cl[Pd](Cl)([P](C1C=CC=CC=1)(C1C=CC=CC=1)C1C=CC=CC=1)[P](C1C=CC=CC=1)(C1C=CC=CC=1)C1C=CC=CC=1.[Cu]I. The product is [C:9]1([C:8](=[O:15])[C:20]#[C:19][CH2:18][CH2:22][CH2:14]/[CH:13]=[CH:12]/[C:7]2[CH:6]=[CH:11][CH:10]=[CH:9][CH:8]=2)[CH:14]=[CH:13][CH:12]=[CH:11][CH:10]=1. The yield is 0.710. (5) The reactants are [Cl:1][C:2]1[CH:3]=[C:4]2[C:8](=[CH:9][C:10]=1[Cl:11])[C:7](=[O:12])[O:6][C:5]2=O.[Li].[AlH3]. The catalyst is O1CCCC1. The product is [Cl:1][C:2]1[C:10]([Cl:11])=[CH:9][C:8]([CH2:7][OH:12])=[C:4]([CH2:5][OH:6])[CH:3]=1. The yield is 0.520. (6) The reactants are [Cl:1][C:2]1[C:7]([C:8]2[NH:9][CH:10]=[C:11]([C:13]3[N:14]([CH:19]([CH3:21])[CH3:20])[N:15]=[C:16]([CH3:18])[N:17]=3)[N:12]=2)=[CH:6][N:5]=[C:4]([O:22][CH3:23])[CH:3]=1.C1(=O)O[CH2:27][CH2:26][O:25]1. The catalyst is C1(C)C=CC=CC=1. The product is [Cl:1][C:2]1[CH:3]=[C:4]([O:22][CH3:23])[N:5]=[CH:6][C:7]=1[C:8]1[N:9]([CH2:27][CH2:26][OH:25])[CH:10]=[C:11]([C:13]2[N:14]([CH:19]([CH3:21])[CH3:20])[N:15]=[C:16]([CH3:18])[N:17]=2)[N:12]=1. The yield is 0.340. (7) The reactants are Cl[C:2]1[C:7]([C:8]#[N:9])=[CH:6][N:5]=[C:4]2[C:10]3[CH:16]=[CH:15][CH:14]=[CH:13][C:11]=3[O:12][C:3]=12.[Cl:17][C:18]1[CH:24]=[CH:23][C:21]([NH2:22])=[C:20]([F:25])[CH:19]=1.Cl.N1C=CC=CC=1. The catalyst is C(OCCO)C. The product is [Cl:17][C:18]1[CH:24]=[CH:23][C:21]([NH:22][C:2]2[C:7]([C:8]#[N:9])=[CH:6][N:5]=[C:4]3[C:10]4[CH:16]=[CH:15][CH:14]=[CH:13][C:11]=4[O:12][C:3]=23)=[C:20]([F:25])[CH:19]=1. The yield is 0.400.